Dataset: Catalyst prediction with 721,799 reactions and 888 catalyst types from USPTO. Task: Predict which catalyst facilitates the given reaction. (1) Reactant: [Br:1][C:2]1[C:12]2[CH:11]([CH3:13])[CH2:10][N:9](C(=O)C(F)(F)F)[CH2:8][CH2:7][C:6]=2[N:5]=[C:4]([O:20][CH3:21])[C:3]=1[NH2:22].C([O-])([O-])=O.[K+].[K+].CO.O. Product: [Br:1][C:2]1[C:12]2[CH:11]([CH3:13])[CH2:10][NH:9][CH2:8][CH2:7][C:6]=2[N:5]=[C:4]([O:20][CH3:21])[C:3]=1[NH2:22]. The catalyst class is: 250. (2) Reactant: [Br:1][C:2]1[CH:7]=[C:6](F)[CH:5]=[C:4]([Br:9])[CH:3]=1.[CH3:10][O:11][Na]. Product: [Br:1][C:2]1[CH:7]=[C:6]([O:11][CH3:10])[CH:5]=[C:4]([Br:9])[CH:3]=1. The catalyst class is: 3. (3) Reactant: [S:1]1[CH:5]=[CH:4][CH:3]=[C:2]1[C:6]1[S:7][CH:8]=[CH:9][CH:10]=1.C([Li])CCC.Br[CH2:17][CH2:18][CH2:19][CH2:20][CH2:21][CH2:22][O:23][Si:24]([C:27]([CH3:30])([CH3:29])[CH3:28])([CH3:26])[CH3:25]. Product: [S:1]1[C:5]([CH2:17][CH2:18][CH2:19][CH2:20][CH2:21][CH2:22][O:23][Si:24]([C:27]([CH3:28])([CH3:30])[CH3:29])([CH3:25])[CH3:26])=[CH:4][CH:3]=[C:2]1[C:6]1[S:7][CH:8]=[CH:9][CH:10]=1. The catalyst class is: 1. (4) Reactant: F[C:2]1[CH:9]=[CH:8][C:5]([C:6]#[N:7])=[CH:4][CH:3]=1.[OH:10][C:11]1[CH:12]=[C:13]2[C:17](=[CH:18][CH:19]=1)[CH2:16][CH2:15][CH2:14]2.C(=O)([O-])[O-].[Cs+].[Cs+].Cl. Product: [CH2:16]1[C:17]2[C:13](=[CH:12][C:11]([O:10][C:2]3[CH:9]=[CH:8][C:5]([C:6]#[N:7])=[CH:4][CH:3]=3)=[CH:19][CH:18]=2)[CH2:14][CH2:15]1. The catalyst class is: 3. (5) Reactant: [CH2:1]([O:3][C:4]([N:6]1[CH2:11][CH2:10][C:9](=[O:12])[CH2:8][CH2:7]1)=[O:5])[CH3:2].[F:13][C:14]1[CH:28]=[CH:27][C:17]([CH:18](O)[C:19]2[CH:24]=[CH:23][C:22]([F:25])=[CH:21][CH:20]=2)=[CH:16][CH:15]=1. Product: [F:13][C:14]1[CH:15]=[CH:16][C:17]([CH:18]([C:19]2[CH:24]=[CH:23][C:22]([F:25])=[CH:21][CH:20]=2)[CH:10]2[C:9](=[O:12])[CH2:8][CH2:7][N:6]([C:4]([O:3][CH2:1][CH3:2])=[O:5])[CH2:11]2)=[CH:27][CH:28]=1. The catalyst class is: 4.